From a dataset of Reaction yield outcomes from USPTO patents with 853,638 reactions. Predict the reaction yield, written as a fraction of the theoretical maximum amount of product (1.0 means a 100% yield; for example, 0.34 means a 34% yield). The reactants are [OH:1][CH2:2][CH2:3][CH2:4][O:5][CH2:6][C@H:7]1[CH2:18][CH2:17][C:16]2[S:15][C:14]3[N:13]=[CH:12][N:11]=[C:10]([O:19][CH:20]4[CH2:25][CH2:24][CH:23]([N:26]([CH3:34])[C:27](=[O:33])[O:28][C:29]([CH3:32])([CH3:31])[CH3:30])[CH2:22][CH2:21]4)[C:9]=3[C:8]1=2.C1C=C[NH+]=CC=1.C1C=C[NH+]=CC=1.[O-:47][Cr](O[Cr]([O-])(=O)=O)(=O)=O. The catalyst is CN(C=O)C. The product is [C:29]([O:28][C:27]([N:26]([CH3:34])[CH:23]1[CH2:22][CH2:21][CH:20]([O:19][C:10]2[C:9]3[C:8]4[C@@H:7]([CH2:6][O:5][CH2:4][CH2:3][C:2]([OH:47])=[O:1])[CH2:18][CH2:17][C:16]=4[S:15][C:14]=3[N:13]=[CH:12][N:11]=2)[CH2:25][CH2:24]1)=[O:33])([CH3:31])([CH3:30])[CH3:32]. The yield is 0.500.